This data is from Catalyst prediction with 721,799 reactions and 888 catalyst types from USPTO. The task is: Predict which catalyst facilitates the given reaction. Reactant: [NH2:1][CH:2]1[CH2:7][CH2:6][N:5](C(OCC2C=CC=CC=2)=O)[CH2:4][C:3]1([CH3:19])[CH3:18]. Product: [NH2:1][CH:2]1[CH2:7][CH2:6][NH:5][CH2:4][C:3]1([CH3:19])[CH3:18]. The catalyst class is: 43.